From a dataset of NCI-60 drug combinations with 297,098 pairs across 59 cell lines. Regression. Given two drug SMILES strings and cell line genomic features, predict the synergy score measuring deviation from expected non-interaction effect. (1) Drug 1: C1CCC(CC1)NC(=O)N(CCCl)N=O. Drug 2: C1=NNC2=C1C(=O)NC=N2. Cell line: SF-295. Synergy scores: CSS=35.7, Synergy_ZIP=-4.70, Synergy_Bliss=-1.21, Synergy_Loewe=-18.9, Synergy_HSA=0.626. (2) Drug 1: CS(=O)(=O)OCCCCOS(=O)(=O)C. Drug 2: COC1=C2C(=CC3=C1OC=C3)C=CC(=O)O2. Cell line: SF-295. Synergy scores: CSS=13.3, Synergy_ZIP=-4.03, Synergy_Bliss=0.446, Synergy_Loewe=-7.41, Synergy_HSA=-0.175. (3) Drug 1: COC1=CC(=CC(=C1O)OC)C2C3C(COC3=O)C(C4=CC5=C(C=C24)OCO5)OC6C(C(C7C(O6)COC(O7)C8=CC=CS8)O)O. Drug 2: C(CC(=O)O)C(=O)CN.Cl. Cell line: HCC-2998. Synergy scores: CSS=21.4, Synergy_ZIP=-9.89, Synergy_Bliss=-9.54, Synergy_Loewe=-5.47, Synergy_HSA=-4.30.